This data is from Reaction yield outcomes from USPTO patents with 853,638 reactions. The task is: Predict the reaction yield, written as a fraction of the theoretical maximum amount of product (1.0 means a 100% yield; for example, 0.34 means a 34% yield). (1) The reactants are FC(F)(F)C(O)=O.O.C(OC([N:16]1[CH2:19][CH2:18][C@H:17]1[CH2:20][O:21][C:22]1[CH:23]=[C:24]([C:28]2[CH:29]=[C:30]([CH2:34][C@@H:35]([OH:43])[CH2:36][C:37]3[CH:42]=[CH:41][CH:40]=[CH:39][CH:38]=3)[CH:31]=[CH:32][CH:33]=2)[CH:25]=[N:26][CH:27]=1)=O)(C)(C)C. The catalyst is C(Cl)Cl. The product is [NH:16]1[CH2:19][CH2:18][C@H:17]1[CH2:20][O:21][C:22]1[CH:23]=[C:24]([C:28]2[CH:29]=[C:30]([CH2:34][C@@H:35]([OH:43])[CH2:36][C:37]3[CH:42]=[CH:41][CH:40]=[CH:39][CH:38]=3)[CH:31]=[CH:32][CH:33]=2)[CH:25]=[N:26][CH:27]=1. The yield is 0.520. (2) The catalyst is ClCCl. The product is [F:13][C:11]([F:14])([F:12])[C:8]1[N:5]2[N:6]=[CH:7][C:2]([CH:1]=[O:16])=[CH:3][C:4]2=[N:10][N:9]=1. The reactants are [CH3:1][C:2]1[CH:7]=[N:6][N:5]2[C:8]([C:11]([F:14])([F:13])[F:12])=[N:9][N:10]=[C:4]2[CH:3]=1.C[OH:16]. The yield is 0.780. (3) The reactants are [OH-].[Li+].[CH3:3][CH:4]([CH3:46])[CH2:5][CH2:6][N:7]([CH2:41][CH2:42][CH:43]([CH3:45])[CH3:44])[C:8]([C:10]1[CH:11]=[CH:12][C:13]2[N:17]=[C:16]([NH:18][C:19]3[CH:28]=[CH:27][C:22]([C:23]([O:25]C)=[O:24])=[CH:21][CH:20]=3)[N:15]([CH2:29][CH2:30][CH2:31][NH:32][C:33]([O:35][C:36]([CH3:39])([CH3:38])[CH3:37])=[O:34])[C:14]=2[CH:40]=1)=[O:9]. The catalyst is O1CCCC1.O.C(OCC)C. The product is [CH3:44][CH:43]([CH3:45])[CH2:42][CH2:41][N:7]([CH2:6][CH2:5][CH:4]([CH3:46])[CH3:3])[C:8]([C:10]1[CH:11]=[CH:12][C:13]2[N:17]=[C:16]([NH:18][C:19]3[CH:28]=[CH:27][C:22]([C:23]([OH:25])=[O:24])=[CH:21][CH:20]=3)[N:15]([CH2:29][CH2:30][CH2:31][NH:32][C:33]([O:35][C:36]([CH3:39])([CH3:37])[CH3:38])=[O:34])[C:14]=2[CH:40]=1)=[O:9]. The yield is 0.790.